From a dataset of Full USPTO retrosynthesis dataset with 1.9M reactions from patents (1976-2016). Predict the reactants needed to synthesize the given product. (1) Given the product [O:11]1[CH2:14][CH2:13][CH:12]1[CH2:15][O:16][C:2]1[N:3]=[CH:4][C:5]([C:8]([OH:10])=[O:9])=[N:6][CH:7]=1, predict the reactants needed to synthesize it. The reactants are: Cl[C:2]1[N:3]=[CH:4][C:5]([C:8]([OH:10])=[O:9])=[N:6][CH:7]=1.[O:11]1[CH2:14][CH2:13][CH:12]1[CH2:15][OH:16].CC(C)([O-])C.[K+]. (2) Given the product [F:8][C:6]1[CH:5]=[C:4]([C@@H:9]([CH:23]2[CH2:28][CH2:27][N:26]([S:29]([CH3:32])(=[O:30])=[O:31])[CH2:25][CH2:24]2)[CH2:10][CH2:11][N:12]2[CH2:17][CH2:16][CH:15]([N:18]([CH2:19][CH:20]([CH3:21])[CH3:22])[C:34]([NH:33][CH:36]3[CH2:41][CH2:40][N:39]([C:42]([O:44][CH2:45][C:46]4[CH:51]=[CH:50][CH:49]=[CH:48][CH:47]=4)=[O:43])[CH2:38][CH2:37]3)=[O:35])[CH2:14][CH2:13]2)[CH:3]=[C:2]([F:1])[CH:7]=1, predict the reactants needed to synthesize it. The reactants are: [F:1][C:2]1[CH:3]=[C:4]([C@@H:9]([CH:23]2[CH2:28][CH2:27][N:26]([S:29]([CH3:32])(=[O:31])=[O:30])[CH2:25][CH2:24]2)[CH2:10][CH2:11][N:12]2[CH2:17][CH2:16][CH:15]([NH:18][CH2:19][CH:20]([CH3:22])[CH3:21])[CH2:14][CH2:13]2)[CH:5]=[C:6]([F:8])[CH:7]=1.[N:33]([CH:36]1[CH2:41][CH2:40][N:39]([C:42]([O:44][CH2:45][C:46]2[CH:51]=[CH:50][CH:49]=[CH:48][CH:47]=2)=[O:43])[CH2:38][CH2:37]1)=[C:34]=[O:35].